This data is from Reaction yield outcomes from USPTO patents with 853,638 reactions. The task is: Predict the reaction yield, written as a fraction of the theoretical maximum amount of product (1.0 means a 100% yield; for example, 0.34 means a 34% yield). (1) The reactants are [NH2:1][C:2]1[CH:16]=[CH:15][C:5]2[C:6](=[O:14])[NH:7][C:8]3[C:13]([C:4]=2[CH:3]=1)=[CH:12][CH:11]=[CH:10][N:9]=3.Br[CH2:18][C:19]1[CH:24]=[CH:23][CH:22]=[CH:21][C:20]=1[Br:25]. No catalyst specified. The product is [Br:25][C:20]1[CH:21]=[CH:22][CH:23]=[CH:24][C:19]=1[CH2:18][NH:1][C:2]1[CH:16]=[CH:15][C:5]2[C:6](=[O:14])[NH:7][C:8]3[C:13]([C:4]=2[CH:3]=1)=[CH:12][CH:11]=[CH:10][N:9]=3. The yield is 0.0400. (2) The reactants are [O:1]1[CH:5]=[CH:4][C:3]([NH:6][C:7](=[O:13])[O:8][C:9]([CH3:12])([CH3:11])[CH3:10])=[CH:2]1.[Li]CCCC.[C:19](=O)([O:22]C)[O:20][CH3:21]. The catalyst is C1COCC1. The product is [C:9]([O:8][C:7]([NH:6][C:3]1[CH:4]=[CH:5][O:1][C:2]=1[C:19]([O:20][CH3:21])=[O:22])=[O:13])([CH3:10])([CH3:12])[CH3:11]. The yield is 0.490. (3) The catalyst is O. The product is [C:20]([N:10]1[C:11]2[C:16](=[CH:15][C:14]([C:17]([OH:19])=[O:18])=[CH:13][CH:12]=2)[C:8]([C:5]2[CH:4]=[CH:3][C:2]([F:1])=[CH:7][CH:6]=2)=[N:9]1)(=[O:22])[CH3:21]. The reactants are [F:1][C:2]1[CH:7]=[CH:6][C:5]([C:8]2[C:16]3[C:11](=[CH:12][CH:13]=[C:14]([C:17]([OH:19])=[O:18])[CH:15]=3)[NH:10][N:9]=2)=[CH:4][CH:3]=1.[C:20](O)(=[O:22])[CH3:21].C(OC(=O)C)(=O)C. The yield is 1.00. (4) The reactants are [Br:1][C:2]1[CH:10]=[CH:9][CH:8]=[C:7]2[C:3]=1[C:4]([C:21]1[C:22](O)=[CH:23][C:24]3[O:28][CH2:27][CH2:26][C:25]=3[CH:29]=1)([CH2:19][OH:20])[C:5](=[O:18])[N:6]2[CH2:11][C:12]1[CH:17]=[CH:16][CH:15]=[CH:14][N:13]=1.C1(P(C2C=CC=CC=2)C2C=CC=CC=2)C=CC=CC=1.N(C(OC(C)C)=O)=NC(OC(C)C)=O. The catalyst is O1CCOCC1. The product is [Br:1][C:2]1[CH:10]=[CH:9][CH:8]=[C:7]2[C:3]=1[C:4]1([CH2:19][O:20][C:22]3[CH:23]=[C:24]4[C:25](=[CH:29][C:21]1=3)[CH2:26][CH2:27][O:28]4)[C:5](=[O:18])[N:6]2[CH2:11][C:12]1[CH:17]=[CH:16][CH:15]=[CH:14][N:13]=1. The yield is 0.370. (5) The reactants are [CH2:1]([N:3]([CH2:6][C@@H:7]1[CH2:12][O:11][CH2:10][CH2:9][N:8]1C(OC(C)(C)C)=O)[CH2:4][CH3:5])[CH3:2].C(O)(C(F)(F)F)=O.C(Cl)[Cl:28]. No catalyst specified. The product is [ClH:28].[CH2:1]([N:3]([CH2:6][C@@H:7]1[CH2:12][O:11][CH2:10][CH2:9][NH:8]1)[CH2:4][CH3:5])[CH3:2]. The yield is 0.580. (6) The reactants are Cl.[NH2:2][CH2:3][C:4]1[CH:12]=[CH:11][CH:10]=[C:9]2[C:5]=1[C:6](=[O:22])[N:7]([CH:14]1[CH2:19][CH2:18][C:17](=[O:20])[NH:16][C:15]1=[O:21])[C:8]2=[O:13].N12CCCN=C1CCCCC2.ON1C2C=CC=CC=2N=N1.[CH3:44][N:45]1[C:53]2[C:48](=[CH:49][CH:50]=[CH:51][CH:52]=2)[C:47]([CH2:54][C:55](O)=[O:56])=[CH:46]1.Cl.CN(C)CCCN=C=NCC. The catalyst is C(#N)C. The product is [O:21]=[C:15]1[CH:14]([N:7]2[C:6](=[O:22])[C:5]3[C:9](=[CH:10][CH:11]=[CH:12][C:4]=3[CH2:3][NH:2][C:55](=[O:56])[CH2:54][C:47]3[C:48]4[C:53](=[CH:52][CH:51]=[CH:50][CH:49]=4)[N:45]([CH3:44])[CH:46]=3)[C:8]2=[O:13])[CH2:19][CH2:18][C:17](=[O:20])[NH:16]1. The yield is 0.830. (7) The reactants are [CH2:1]([CH:3]([CH2:20][CH3:21])[CH:4]([C:6]1[N:10]([CH2:11][C:12]2[CH:17]=[CH:16][C:15]([O:18][CH3:19])=[CH:14][CH:13]=2)[N:9]=[CH:8][CH:7]=1)O)[CH3:2].C1(P(C2C=CC=CC=2)C2C=CC=CC=2)C=CC=CC=1.N(C(OCC)=O)=NC(OCC)=O.C1(P([N:67]=[N+:68]=[N-:69])(C2C=CC=CC=2)=O)C=CC=CC=1. The catalyst is C1COCC1. The product is [N:67]([CH:4]([C:6]1[N:10]([CH2:11][C:12]2[CH:17]=[CH:16][C:15]([O:18][CH3:19])=[CH:14][CH:13]=2)[N:9]=[CH:8][CH:7]=1)[CH:3]([CH2:20][CH3:21])[CH2:1][CH3:2])=[N+:68]=[N-:69]. The yield is 0.660. (8) The reactants are [C:1]([O:7][C:8]([CH3:11])([CH3:10])[CH3:9])(=[O:6])[CH2:2][C:3]([CH3:5])=O.[F:12][C:13]1[CH:20]=[CH:19][CH:18]=[CH:17][C:14]=1[CH:15]=O.[NH4+:21].[OH-:22]. The catalyst is CCO. The product is [F:12][C:13]1[CH:20]=[CH:19][CH:18]=[CH:17][C:14]=1[CH:15]1[C:2]([C:1]([O:7][C:8]([CH3:11])([CH3:10])[CH3:9])=[O:6])=[C:3]([CH3:5])[NH:21][C:3]([CH3:5])=[C:2]1[C:1]([O:7][C:8]([CH3:11])([CH3:10])[CH3:9])=[O:22]. The yield is 0.160. (9) The yield is 1.00. The reactants are [C:12]([O:11][C:9](O[C:9]([O:11][C:12]([CH3:15])([CH3:14])[CH3:13])=[O:10])=[O:10])([CH3:15])([CH3:14])[CH3:13].[NH2:16][CH2:17][C:18]1[CH:19]=[C:20]([CH:22]=[CH:23][CH:24]=1)[NH2:21]. The product is [C:12]([O:11][C:9](=[O:10])[NH:16][CH2:17][C:18]1[CH:24]=[CH:23][CH:22]=[C:20]([NH2:21])[CH:19]=1)([CH3:13])([CH3:14])[CH3:15]. No catalyst specified. (10) The reactants are [OH:1][CH2:2][CH2:3][N:4]1[C:8](=[O:9])[N:7]([C:10]2[S:11][C:12]([C:16]([NH:18][CH2:19][C:20]3[CH:21]=[N:22][CH:23]=[CH:24][CH:25]=3)=[O:17])=[C:13]([CH3:15])[N:14]=2)[CH:6]=[N:5]1.C(N(CC)CC)C.[CH3:33][S:34](Cl)(=[O:36])=[O:35]. The catalyst is O1CCCC1.C(OCC)(=O)C. The product is [CH3:33][S:34]([O:1][CH2:2][CH2:3][N:4]1[C:8](=[O:9])[N:7]([C:10]2[S:11][C:12]([C:16](=[O:17])[NH:18][CH2:19][C:20]3[CH:21]=[N:22][CH:23]=[CH:24][CH:25]=3)=[C:13]([CH3:15])[N:14]=2)[CH:6]=[N:5]1)(=[O:36])=[O:35]. The yield is 0.700.